Dataset: Peptide-MHC class I binding affinity with 185,985 pairs from IEDB/IMGT. Task: Regression. Given a peptide amino acid sequence and an MHC pseudo amino acid sequence, predict their binding affinity value. This is MHC class I binding data. The peptide sequence is IEDLIFLARSA. The MHC is HLA-B44:03 with pseudo-sequence HLA-B44:03. The binding affinity (normalized) is 0.119.